Dataset: Reaction yield outcomes from USPTO patents with 853,638 reactions. Task: Predict the reaction yield, written as a fraction of the theoretical maximum amount of product (1.0 means a 100% yield; for example, 0.34 means a 34% yield). The reactants are [Cl:1][C:2]1[CH:3]=[C:4]([C:8]2[O:12][N:11]=[C:10]([CH2:13][CH:14]3[CH2:19][CH2:18][CH2:17][NH:16][C:15]3=O)[N:9]=2)[CH:5]=[CH:6][CH:7]=1.[C:21]([NH:29][NH2:30])(=O)[C:22]1[CH:27]=[CH:26][N:25]=[CH:24][CH:23]=1. The catalyst is C(Cl)Cl. The yield is 0.200. The product is [Cl:1][C:2]1[CH:3]=[C:4]([C:8]2[O:12][N:11]=[C:10]([CH2:13][CH:14]3[CH2:19][CH2:18][CH2:17][N:16]4[C:21]([C:22]5[CH:27]=[CH:26][N:25]=[CH:24][CH:23]=5)=[N:29][N:30]=[C:15]34)[N:9]=2)[CH:5]=[CH:6][CH:7]=1.